Task: Predict the reactants needed to synthesize the given product.. Dataset: Full USPTO retrosynthesis dataset with 1.9M reactions from patents (1976-2016) (1) The reactants are: [O:1]=[C:2]1[NH:7][C:6](=[O:8])[CH:5]=[C:4]([O:9][CH2:10][C:11]([F:14])([F:13])[F:12])[N:3]1[CH2:15][C:16]1[CH:21]=[CH:20][C:19]([C:22]2[C:23]([C:28]#[N:29])=[CH:24][CH:25]=[CH:26][CH:27]=2)=[CH:18][CH:17]=1.Br[CH2:31][C:32]([C:34]1[CH:39]=[CH:38][C:37]([O:40][CH3:41])=[CH:36][CH:35]=1)=[O:33].CN(C)C=O.[H-].[Na+]. Given the product [CH3:41][O:40][C:37]1[CH:38]=[CH:39][C:34]([C:32](=[O:33])[CH2:31][N:7]2[C:6](=[O:8])[CH:5]=[C:4]([O:9][CH2:10][C:11]([F:12])([F:13])[F:14])[N:3]([CH2:15][C:16]3[CH:21]=[CH:20][C:19]([C:22]4[C:23]([C:28]#[N:29])=[CH:24][CH:25]=[CH:26][CH:27]=4)=[CH:18][CH:17]=3)[C:2]2=[O:1])=[CH:35][CH:36]=1, predict the reactants needed to synthesize it. (2) Given the product [CH3:13][C:10]1[CH:11]=[CH:12][C:7]([N:6]2[C:4](=[O:5])[C:3]3[C:2](=[CH:21][CH:20]=[CH:19][CH:18]=3)[NH:1][CH:29]2[C:26]2[CH:25]=[CH:24][C:23](=[O:22])[NH:28][CH:27]=2)=[CH:8][C:9]=1[C:14]([F:15])([F:16])[F:17], predict the reactants needed to synthesize it. The reactants are: [NH2:1][C:2]1[CH:21]=[CH:20][CH:19]=[CH:18][C:3]=1[C:4]([NH:6][C:7]1[CH:12]=[CH:11][C:10]([CH3:13])=[C:9]([C:14]([F:17])([F:16])[F:15])[CH:8]=1)=[O:5].[O:22]=[C:23]1[NH:28][CH:27]=[C:26]([CH:29]=O)[CH:25]=[CH:24]1.C12(CS(O)(=O)=O)C(C)(C)C(CC1)CC2=O. (3) Given the product [N+:1]([C:4]1[CH:9]=[CH:8][C:7]([N:11]2[CH2:16][CH2:15][NH:14][CH2:13][CH2:12]2)=[CH:6][CH:5]=1)([O-:3])=[O:2], predict the reactants needed to synthesize it. The reactants are: [N+:1]([C:4]1[CH:9]=[CH:8][C:7](Br)=[CH:6][CH:5]=1)([O-:3])=[O:2].[NH:11]1[CH2:16][CH2:15][NH:14][CH2:13][CH2:12]1.[O-]P([O-])([O-])=O.[K+].[K+].[K+]. (4) Given the product [CH3:1][O:2][C:3](=[O:15])[C:4]1[CH:9]=[C:8]([Br:10])[CH:7]=[C:6]([NH2:11])[C:5]=1[NH2:14], predict the reactants needed to synthesize it. The reactants are: [CH3:1][O:2][C:3](=[O:15])[C:4]1[CH:9]=[C:8]([Br:10])[CH:7]=[C:6]([N+:11]([O-])=O)[C:5]=1[NH2:14].[BH4-].[Na+]. (5) Given the product [F:20][C:17]1[CH:18]=[CH:19][C:14]([NH:1][C:2]2[S:6][C:5]3[CH:7]=[CH:8][CH:9]=[CH:10][C:4]=3[C:3]=2[C:11]#[N:12])=[C:15]([N+:21]([O-:23])=[O:22])[CH:16]=1, predict the reactants needed to synthesize it. The reactants are: [NH2:1][C:2]1[S:6][C:5]2[CH:7]=[CH:8][CH:9]=[CH:10][C:4]=2[C:3]=1[C:11]#[N:12].F[C:14]1[CH:19]=[CH:18][C:17]([F:20])=[CH:16][C:15]=1[N+:21]([O-:23])=[O:22].[OH-].[Li+]. (6) Given the product [OH:14][CH2:13][C:5]1[C:6]([CH2:9][OH:10])=[CH:7][N:8]=[C:3]([C:1]#[N:2])[CH:4]=1, predict the reactants needed to synthesize it. The reactants are: [C:1]([C:3]1[N:8]=[CH:7][C:6]([C:9](OC)=[O:10])=[C:5]([C:13](OC)=[O:14])[CH:4]=1)#[N:2].[BH4-].[Li+].C([O-])(O)=O.[Na+]. (7) Given the product [Cl:14][C:10]1[NH:11][C:12](=[O:13])[C:7]2[CH:6]=[CH:5][N:4]([CH2:26][CH:25]([OH:29])[CH2:27][OH:19])[C:8]=2[N:9]=1, predict the reactants needed to synthesize it. The reactants are: C([N:4]1[C:8]2[N:9]=[C:10]([Cl:14])[NH:11][C:12](=[O:13])[C:7]=2[CH:6]=[CH:5]1)C=C.C[N+]1([O-])CC[O:19]CC1.OO.[C:25]([OH:29])(C)([CH3:27])[CH3:26].